This data is from Full USPTO retrosynthesis dataset with 1.9M reactions from patents (1976-2016). The task is: Predict the reactants needed to synthesize the given product. Given the product [CH3:55][C:56]1[N:61]=[C:60]([C:62]([N:15]2[CH2:16][CH2:17][N:12]([S:9]([C:6]3[CH:5]=[CH:4][C:3]([C:2]([F:1])([F:18])[F:19])=[CH:8][CH:7]=3)(=[O:10])=[O:11])[CH2:13][CH2:14]2)=[O:63])[CH:59]=[CH:58][CH:57]=1, predict the reactants needed to synthesize it. The reactants are: [F:1][C:2]([F:19])([F:18])[C:3]1[CH:8]=[CH:7][C:6]([S:9]([N:12]2[CH2:17][CH2:16][NH:15][CH2:14][CH2:13]2)(=[O:11])=[O:10])=[CH:5][CH:4]=1.C1C=CC2N(O)N=NC=2C=1.O.CN(C(ON1N=NC2C=CC=CC1=2)=[N+](C)C)C.F[P-](F)(F)(F)(F)F.[CH3:55][C:56]1[N:61]=[C:60]([C:62](O)=[O:63])[CH:59]=[CH:58][CH:57]=1.CCN(C(C)C)C(C)C.